From a dataset of Full USPTO retrosynthesis dataset with 1.9M reactions from patents (1976-2016). Predict the reactants needed to synthesize the given product. Given the product [CH3:35][O:34][C:32](=[O:33])[CH2:31][N:7]([C:8]1[C:17]([O:18][CH2:19][C:20]2[CH:21]=[CH:22][CH:23]=[CH:24][CH:25]=2)=[CH:16][C:15]2[C:10](=[CH:11][C:12]([Br:26])=[CH:13][CH:14]=2)[CH:9]=1)[C:6]([O:5][C:1]([CH3:4])([CH3:2])[CH3:3])=[O:27], predict the reactants needed to synthesize it. The reactants are: [C:1]([O:5][C:6](=[O:27])[NH:7][C:8]1[C:17]([O:18][CH2:19][C:20]2[CH:25]=[CH:24][CH:23]=[CH:22][CH:21]=2)=[CH:16][C:15]2[C:10](=[CH:11][C:12]([Br:26])=[CH:13][CH:14]=2)[CH:9]=1)([CH3:4])([CH3:3])[CH3:2].[H-].[Na+].Br[CH2:31][C:32]([O:34][CH3:35])=[O:33].